Dataset: NCI-60 drug combinations with 297,098 pairs across 59 cell lines. Task: Regression. Given two drug SMILES strings and cell line genomic features, predict the synergy score measuring deviation from expected non-interaction effect. Drug 1: CS(=O)(=O)C1=CC(=C(C=C1)C(=O)NC2=CC(=C(C=C2)Cl)C3=CC=CC=N3)Cl. Drug 2: CNC(=O)C1=CC=CC=C1SC2=CC3=C(C=C2)C(=NN3)C=CC4=CC=CC=N4. Cell line: NCI-H460. Synergy scores: CSS=3.20, Synergy_ZIP=-1.92, Synergy_Bliss=-1.12, Synergy_Loewe=-3.65, Synergy_HSA=-1.44.